Dataset: Full USPTO retrosynthesis dataset with 1.9M reactions from patents (1976-2016). Task: Predict the reactants needed to synthesize the given product. (1) Given the product [CH2:3]([C:7]1[N:8]([CH3:16])[C:9]2[C:14]([CH:15]=1)=[CH:13][CH:12]=[CH:11][CH:10]=2)[CH2:4][CH2:5][CH3:6], predict the reactants needed to synthesize it. The reactants are: [H-].[Na+].[CH2:3]([C:7]1[NH:8][C:9]2[C:14]([CH:15]=1)=[CH:13][CH:12]=[CH:11][CH:10]=2)[CH2:4][CH2:5][CH3:6].[CH3:16]I.Cl. (2) Given the product [O:24]=[S:16]1(=[O:25])[C:17]2[CH:23]=[CH:22][CH:21]=[CH:20][C:18]=2[CH2:19][N:13]([C:4]2[CH:3]=[C:2]([N:26]3[C:33](=[O:39])[NH:32][CH2:31][C:27]43[CH2:30][O:29][CH2:28]4)[C:11]3[C:6](=[CH:7][CH:8]=[C:9]([CH3:12])[CH:10]=3)[N:5]=2)[CH2:14][CH2:15]1, predict the reactants needed to synthesize it. The reactants are: Cl[C:2]1[C:11]2[C:6](=[CH:7][CH:8]=[C:9]([CH3:12])[CH:10]=2)[N:5]=[C:4]([N:13]2[CH2:19][C:18]3[CH:20]=[CH:21][CH:22]=[CH:23][C:17]=3[S:16](=[O:25])(=[O:24])[CH2:15][CH2:14]2)[CH:3]=1.[NH2:26][C:27]1([CH2:31][NH:32][C:33](=[O:39])OC(C)(C)C)[CH2:30][O:29][CH2:28]1.C1(P(C2C=CC=CC=2)C2C=CC3C(=CC=CC=3)C=2C2C3C(=CC=CC=3)C=CC=2P(C2C=CC=CC=2)C2C=CC=CC=2)C=CC=CC=1.[Na]. (3) Given the product [N:31]1([C:8]([C:25]2[CH:30]=[CH:29][CH:28]=[CH:27][CH:26]=2)([CH2:7][C:4]2[CH:3]=[CH:2][C:1]([C:40]3[CH:41]=[CH:42][CH:43]=[CH:44][CH:45]=3)=[CH:6][CH:5]=2)[CH2:9][C:10]2[CH:15]=[CH:14][C:13]([C:52]3[S:51](=[O:58])(=[O:57])[N:50]([C:46]([CH3:49])([CH3:48])[CH3:47])[C:54](=[O:55])[CH:53]=3)=[CH:12][CH:11]=2)[C:35]2[CH:36]=[CH:37][CH:38]=[CH:39][C:34]=2[N:33]=[N:32]1, predict the reactants needed to synthesize it. The reactants are: [C:1]1([C:40]2[CH:45]=[CH:44][CH:43]=[CH:42][CH:41]=2)[CH:6]=[CH:5][C:4]([CH2:7][C:8]([N:31]2[C:35]3[CH:36]=[CH:37][CH:38]=[CH:39][C:34]=3[N:33]=[N:32]2)([C:25]2[CH:30]=[CH:29][CH:28]=[CH:27][CH:26]=2)[CH2:9][C:10]2[CH:15]=[CH:14][C:13](B3OC(C)(C)C(C)(C)O3)=[CH:12][CH:11]=2)=[CH:3][CH:2]=1.[C:46]([N:50]1[C:54](=[O:55])[CH:53]=[C:52](Cl)[S:51]1(=[O:58])=[O:57])([CH3:49])([CH3:48])[CH3:47]. (4) Given the product [C:1]([O:5][C:6]([NH:8][C@H:9]([C:17]([O:19][C:20]([CH3:23])([CH3:22])[CH3:21])=[O:18])[CH2:10][CH2:11][S:12][CH2:13][CH2:14][CH2:15][O:16][S:42]([C:39]1[CH:40]=[CH:41][C:36]([CH3:46])=[CH:37][CH:38]=1)(=[O:44])=[O:43])=[O:7])([CH3:3])([CH3:4])[CH3:2], predict the reactants needed to synthesize it. The reactants are: [C:1]([O:5][C:6]([NH:8][C@H:9]([C:17]([O:19][C:20]([CH3:23])([CH3:22])[CH3:21])=[O:18])[CH2:10][CH2:11][S:12][CH2:13][CH2:14][CH2:15][OH:16])=[O:7])([CH3:4])([CH3:3])[CH3:2].CN(C)CCCCCCN(C)C.[C:36]1([CH3:46])[CH:41]=[CH:40][C:39]([S:42](Cl)(=[O:44])=[O:43])=[CH:38][CH:37]=1. (5) Given the product [Br:1][C:2]1[CH:7]=[CH:6][CH:5]=[C:4]([Br:8])[C:3]=1[I:17], predict the reactants needed to synthesize it. The reactants are: [Br:1][C:2]1[CH:7]=[CH:6][CH:5]=[C:4]([Br:8])[CH:3]=1.C([N-]C(C)C)(C)C.[Li+].[I:17]I. (6) Given the product [C:11]1([CH3:17])[CH:16]=[CH:15][CH:14]=[CH:13][CH:12]=1.[C:6]([OH:10])(=[O:9])[CH2:7][CH3:8].[C:1]([O-:4])(=[O:3])[CH3:2].[Li+:5], predict the reactants needed to synthesize it. The reactants are: [C:1]([O-:4])(=[O:3])[CH3:2].[Li+:5].[C:6]([OH:10])(=[O:9])[CH2:7][CH3:8].[C:11]1([CH3:17])[CH:16]=[CH:15][CH:14]=[CH:13][CH:12]=1. (7) Given the product [OH:2][C:3]1[CH:12]=[CH:11][C:10]2[NH:9][C:8](=[O:13])[C:7]3[S:14][CH:15]=[CH:16][C:6]=3[C:5]=2[C:4]=1[C:17]1[CH:22]=[CH:21][C:20]([CH:23]([NH:25][C:26](=[O:32])[O:27][C:28]([CH3:31])([CH3:30])[CH3:29])[CH3:24])=[CH:19][CH:18]=1, predict the reactants needed to synthesize it. The reactants are: C[O:2][C:3]1[CH:12]=[CH:11][C:10]2[NH:9][C:8](=[O:13])[C:7]3[S:14][CH:15]=[CH:16][C:6]=3[C:5]=2[C:4]=1[C:17]1[CH:22]=[CH:21][C:20]([CH:23]([NH:25][C:26](=[O:32])[O:27][C:28]([CH3:31])([CH3:30])[CH3:29])[CH3:24])=[CH:19][CH:18]=1.B(Br)(Br)Br.C(OC(OC(C)(C)C)=O)(OC(C)(C)C)=O.C(N(CC)CC)C. (8) Given the product [F:50][C:51]1[C:52]([N:61]2[N:65]=[CH:64][CH:63]=[N:62]2)=[C:53]([CH:57]=[C:58]([F:60])[CH:59]=1)[C:54]([NH:47][C@H:43]1[CH2:44][CH2:45][CH2:46][C@@H:42]1[NH:41][C:38]1[CH:37]=[CH:36][C:35]([C:34]([F:33])([F:48])[F:49])=[CH:40][N:39]=1)=[O:55], predict the reactants needed to synthesize it. The reactants are: ClC1C=CC(N2N=CC=N2)=C(C=1)C(N[C@H]1CCC[C@@H]1NC1C=CC(C(F)(F)F)=CN=1)=O.Cl.[F:33][C:34]([F:49])([F:48])[C:35]1[CH:36]=[CH:37][C:38]([NH:41][C@H:42]2[CH2:46][CH2:45][CH2:44][C@@H:43]2[NH2:47])=[N:39][CH:40]=1.[F:50][C:51]1[C:52]([N:61]2[N:65]=[CH:64][CH:63]=[N:62]2)=[C:53]([CH:57]=[C:58]([F:60])[CH:59]=1)[C:54](O)=[O:55].